Dataset: Forward reaction prediction with 1.9M reactions from USPTO patents (1976-2016). Task: Predict the product of the given reaction. (1) Given the reactants [Cl:1][C:2]1[N:7]=[C:6](Cl)[C:5]([N+:9]([O-:11])=[O:10])=[CH:4][N:3]=1.CN.CO.[CH2:16]([N:18](CC)CC)C, predict the reaction product. The product is: [Cl:1][C:2]1[N:7]=[C:6]([NH:18][CH3:16])[C:5]([N+:9]([O-:11])=[O:10])=[CH:4][N:3]=1. (2) Given the reactants NC1C=C(F)C(OC)=CC=1C(C1C=CC=CC=1Cl)=O.NC1C(C)=NN(CC=C)C=1Cl.[Cl:31][C:32]1[CH:37]=[CH:36][CH:35]=[CH:34][C:33]=1[C:38]1[C:44]2[CH:45]=[C:46]([O:50][CH3:51])[C:47]([F:49])=[CH:48][C:43]=2[N:42]=[C:41]2[N:52](CC=C)[NH:53][C:54]([CH3:55])=[C:40]2[N:39]=1.[H-].C([Al+]CC(C)C)C(C)C, predict the reaction product. The product is: [Cl:31][C:32]1[CH:37]=[CH:36][CH:35]=[CH:34][C:33]=1[C:38]1[C:44]2[CH:45]=[C:46]([O:50][CH3:51])[C:47]([F:49])=[CH:48][C:43]=2[N:42]=[C:41]2[NH:52][NH:53][C:54]([CH3:55])=[C:40]2[N:39]=1. (3) Given the reactants C(Cl)(=O)C.[C:5]([C:7]1[CH:8]=[C:9]2[C:13](=[CH:14][CH:15]=1)[CH2:12][N:11]([C:16]([NH:18][CH2:19][CH2:20][CH2:21][CH2:22][CH:23]1[CH2:28][CH2:27][NH:26][CH2:25][CH2:24]1)=[O:17])[CH2:10]2)#[N:6].NC1C=C2C(=CC=1)CN(C(N[C:42]1[CH:47]=[CH:46][C:45]([C:48](=[O:53])NCCC)=[CH:44][CH:43]=1)=O)C2, predict the reaction product. The product is: [C:48]([N:26]1[CH2:25][CH2:24][CH:23]([CH2:22][CH2:21][CH2:20][CH2:19][NH:18][C:16]([N:11]2[CH2:10][C:9]3[C:13](=[CH:14][CH:15]=[C:7]([C:5]#[N:6])[CH:8]=3)[CH2:12]2)=[O:17])[CH2:28][CH2:27]1)(=[O:53])[C:45]1[CH:46]=[CH:47][CH:42]=[CH:43][CH:44]=1. (4) Given the reactants [SH:1][CH2:2][CH2:3][C:4]([OH:6])=[O:5].Br[CH2:8][C:9]([C:11]1[C:20]([Cl:21])=[CH:19][C:14]2[NH:15][C:16](=[O:18])[S:17][C:13]=2[CH:12]=1)=[O:10].ClC1C(C(=O)CCl)=CC2SC(=O)NC=2C=1.ClC1C=CC2SC(=O)NC=2C=1.C(=O)([O-])[O-].[K+].[K+], predict the reaction product. The product is: [Cl:21][C:20]1[C:11]([C:9](=[O:10])[CH2:8][S:1][CH2:2][CH2:3][C:4]([OH:6])=[O:5])=[CH:12][C:13]2[S:17][C:16](=[O:18])[NH:15][C:14]=2[CH:19]=1.